The task is: Regression/Classification. Given a drug SMILES string, predict its toxicity properties. Task type varies by dataset: regression for continuous values (e.g., LD50, hERG inhibition percentage) or binary classification for toxic/non-toxic outcomes (e.g., AMES mutagenicity, cardiotoxicity, hepatotoxicity). Dataset: ld50_zhu.. This data is from Acute oral toxicity (LD50) regression data from Zhu et al.. (1) The compound is OCC(F)(F)C(F)(F)C(F)(F)CO. The rat oral LD50 is 2.08, given as -log10 of the dose in mol/kg body weight (higher means more acutely toxic). (2) The compound is COc1c(Cl)c(Cl)c(OC)c2[nH]c(C(F)(F)F)nc12. The rat oral LD50 is 3.50, given as -log10 of the dose in mol/kg body weight (higher means more acutely toxic). (3) The molecule is CCCCCCNCCCCCC. The rat oral LD50 is 2.69, given as -log10 of the dose in mol/kg body weight (higher means more acutely toxic). (4) The compound is O=C(OOC(=O)c1ccccc1)c1ccccc1. The rat oral LD50 is 1.50, given as -log10 of the dose in mol/kg body weight (higher means more acutely toxic). (5) The compound is COC(=O)c1ccccc1N=NN(C)C. The rat oral LD50 is 4.20, given as -log10 of the dose in mol/kg body weight (higher means more acutely toxic).